This data is from Forward reaction prediction with 1.9M reactions from USPTO patents (1976-2016). The task is: Predict the product of the given reaction. (1) Given the reactants Cl[C:2]1[C:11]2[C:6](=[CH:7][CH:8]=[CH:9][CH:10]=2)[N:5]=[CH:4][N:3]=1.[CH3:12][O:13][C:14]1[CH:15]=[C:16]2[C:21](=[CH:22][CH:23]=1)[NH:20][CH2:19][CH2:18][CH2:17]2, predict the reaction product. The product is: [CH3:12][O:13][C:14]1[CH:15]=[C:16]2[C:21](=[CH:22][CH:23]=1)[N:20]([C:2]1[C:11]3[C:6](=[CH:7][CH:8]=[CH:9][CH:10]=3)[N:5]=[CH:4][N:3]=1)[CH2:19][CH2:18][CH2:17]2. (2) Given the reactants Cl[C:2]1[CH:3]=[C:4]2[C:9](=[CH:10][N:11]=1)[NH:8][C:7]([C:12]1[CH:17]=[CH:16][CH:15]=[CH:14][C:13]=1[Cl:18])=[CH:6][C:5]2=[O:19].[CH:20]1([C:23]([NH2:25])=[O:24])[CH2:22][CH2:21]1.CC(C1C=C(C(C)C)C(C2C(P(C3CCCCC3)C3CCCCC3)=C(OC)C=CC=2OC)=C(C(C)C)C=1)C.C(=O)([O-])[O-].[Cs+].[Cs+], predict the reaction product. The product is: [Cl:18][C:13]1[CH:14]=[CH:15][CH:16]=[CH:17][C:12]=1[C:7]1[NH:8][C:9]2[C:4]([C:5](=[O:19])[CH:6]=1)=[CH:3][C:2]([NH:25][C:23]([CH:20]1[CH2:22][CH2:21]1)=[O:24])=[N:11][CH:10]=2. (3) The product is: [CH2:9](/[C:4](=[CH:3]\[C:2](=[O:1])[CH3:8])/[C:5]([NH2:14])=[O:7])[CH3:10]. Given the reactants [O:1]=[C:2]([CH3:8])/[CH:3]=[CH:4]/[C:5]([OH:7])=O.[CH2:9](N)[CH3:10].CC[N:14]=C=NCCCN(C)C.Cl, predict the reaction product. (4) Given the reactants [CH2:1]1[C:3]2([CH2:7][CH2:6][CH:5]([C:8]3[NH:12][C:11]4[CH:13]=[CH:14][CH:15]=[C:16]([C:17]([NH2:19])=[O:18])[C:10]=4[N:9]=3)[NH:4]2)[CH2:2]1.C=O.[C:22]([BH3-])#N.[Na+], predict the reaction product. The product is: [CH3:22][N:4]1[CH:5]([C:8]2[NH:12][C:11]3[CH:13]=[CH:14][CH:15]=[C:16]([C:17]([NH2:19])=[O:18])[C:10]=3[N:9]=2)[CH2:6][CH2:7][C:3]21[CH2:2][CH2:1]2. (5) Given the reactants [C:1]([O:5][C:6](=[O:40])[CH2:7][N:8]1[C:14]2[CH:15]=[CH:16][CH:17]=[CH:18][C:13]=2[CH2:12][CH2:11][C@H:10]([NH:19][C:20]([C:22]2([CH2:27][CH:28]([CH2:32][C:33]([NH:35][CH:36]([CH3:38])[CH3:37])=[O:34])[C:29]([OH:31])=[O:30])[CH2:26][CH2:25][CH2:24][CH2:23]2)=[O:21])[C:9]1=[O:39])([CH3:4])([CH3:3])[CH3:2].[CH3:41][O:42][CH2:43][CH2:44][O:45][CH2:46]Cl.C(N(CC)CC)C, predict the reaction product. The product is: [CH3:41][O:42][CH2:43][CH2:44][O:45][CH2:46][C:28]([CH2:27][C:22]1([C:20]([NH:19][C@H:10]2[CH2:11][CH2:12][C:13]3[CH:18]=[CH:17][CH:16]=[CH:15][C:14]=3[N:8]([CH2:7][C:6]([O:5][C:1]([CH3:2])([CH3:4])[CH3:3])=[O:40])[C:9]2=[O:39])=[O:21])[CH2:26][CH2:25][CH2:24][CH2:23]1)([CH2:32][C:33]([NH:35][CH:36]([CH3:37])[CH3:38])=[O:34])[C:29]([OH:31])=[O:30]. (6) The product is: [F:1][C:2]([F:12])([F:13])[C:3]1[CH:4]=[C:5]([CH:9]=[CH:10][CH:11]=1)[C:6]([O:8][CH3:18])=[O:7]. Given the reactants [F:1][C:2]([F:13])([F:12])[C:3]1[CH:4]=[C:5]([CH:9]=[CH:10][CH:11]=1)[C:6]([OH:8])=[O:7].S(Cl)(Cl)=O.[CH3:18]O, predict the reaction product. (7) Given the reactants Br[C:2]1[CH:7]=[CH:6][CH:5]=[C:4]([C:8]([F:11])([F:10])[F:9])[N:3]=1.C([Li])C[CH2:14][CH3:15].[OH2:17], predict the reaction product. The product is: [F:9][C:8]([F:11])([F:10])[C:4]1[N:3]=[C:2]([C:14](=[O:17])[CH3:15])[CH:7]=[CH:6][CH:5]=1. (8) The product is: [CH3:14][C@H:15]([CH2:19][CH:20]=[CH2:21])[C:16]([O:1][C@@H:2]1[CH2:6][CH2:5][CH2:4][C@@H:3]1[NH:7][C:8](=[O:13])[CH2:9][CH2:10][CH:11]=[CH2:12])=[O:17]. Given the reactants [OH:1][C@@H:2]1[CH2:6][CH2:5][CH2:4][C@@H:3]1[NH:7][C:8](=[O:13])[CH2:9][CH2:10][CH:11]=[CH2:12].[CH3:14][C@H:15]([CH2:19][CH:20]=[CH2:21])[C:16](O)=[O:17].CCOC(C)=O.CCCCCC, predict the reaction product. (9) Given the reactants [NH2:1][CH2:2][C:3]([OH:5])=[O:4].[F:6][C:7]([F:22])([F:21])[C:8]1[CH:9]=[C:10]([CH:14]=[C:15]([C:17]([F:20])([F:19])[F:18])[CH:16]=1)[C:11](Cl)=[O:12], predict the reaction product. The product is: [F:6][C:7]([F:21])([F:22])[C:8]1[CH:9]=[C:10]([CH:14]=[C:15]([C:17]([F:20])([F:18])[F:19])[CH:16]=1)[C:11]([NH:1][CH2:2][C:3]([OH:5])=[O:4])=[O:12]. (10) Given the reactants [NH2:1][C:2]1[C:3]([CH3:26])=[C:4]([C:8]2[C:20]3[C:19]4[C:14](=[CH:15][C:16]([Br:21])=[CH:17][CH:18]=4)[NH:13][C:12]=3[C:11]([C:22]([NH2:24])=[O:23])=[N:10][C:9]=2[CH3:25])[CH:5]=[CH:6][CH:7]=1.[NH:27]1[C:32]2[CH:33]=[CH:34][CH:35]=[CH:36][C:31]=2[C:30](=O)[O:29][C:28]1=O.[N+](O[La](O[N+]([O-])=O)O[N+]([O-])=O)([O-])=O.COC(OC)OC, predict the reaction product. The product is: [Br:21][C:16]1[CH:15]=[C:14]2[C:19]([C:20]3[C:8]([C:4]4[CH:5]=[CH:6][CH:7]=[C:2]([N:1]5[C:30](=[O:29])[C:31]6[C:32](=[CH:33][CH:34]=[CH:35][CH:36]=6)[N:27]=[CH:28]5)[C:3]=4[CH3:26])=[C:9]([CH3:25])[N:10]=[C:11]([C:22]([NH2:24])=[O:23])[C:12]=3[NH:13]2)=[CH:18][CH:17]=1.